Dataset: Catalyst prediction with 721,799 reactions and 888 catalyst types from USPTO. Task: Predict which catalyst facilitates the given reaction. (1) Reactant: Br[C:2]1[CH:3]=[C:4]2[C:8](=[CH:9][CH:10]=1)[NH:7][C:6]([C:11]([NH2:13])=[O:12])=[C:5]2[S:14]([N:17]1[CH2:22][CH2:21][O:20][CH2:19][CH2:18]1)(=[O:16])=[O:15].C([Sn](CCCC)(CCCC)[C:28]1[O:29][CH:30]=[CH:31][CH:32]=1)CCC.C1(C)C=CC=CC=1P(C1C=CC=CC=1C)C1C=CC=CC=1C.C([O-])(O)=O.[Na+]. Product: [O:29]1[CH:30]=[CH:31][CH:32]=[C:28]1[C:2]1[CH:3]=[C:4]2[C:8](=[CH:9][CH:10]=1)[NH:7][C:6]([C:11]([NH2:13])=[O:12])=[C:5]2[S:14]([N:17]1[CH2:18][CH2:19][O:20][CH2:21][CH2:22]1)(=[O:16])=[O:15]. The catalyst class is: 274. (2) Reactant: [C:1]1([CH:7]([C:36]2[CH:41]=[CH:40][CH:39]=[CH:38][CH:37]=2)[CH2:8][NH:9][C:10]2[N:18]=[C:17]([C:19]([NH:21][CH2:22][CH2:23][N:24]3[CH2:29][CH2:28][CH2:27][CH2:26][CH2:25]3)=[O:20])[N:16]=[C:15]3[C:11]=2[N:12]=[CH:13][N:14]3C2CCCCO2)[CH:6]=[CH:5][CH:4]=[CH:3][CH:2]=1.Cl. Product: [C:36]1([CH:7]([C:1]2[CH:6]=[CH:5][CH:4]=[CH:3][CH:2]=2)[CH2:8][NH:9][C:10]2[N:18]=[C:17]([C:19]([NH:21][CH2:22][CH2:23][N:24]3[CH2:29][CH2:28][CH2:27][CH2:26][CH2:25]3)=[O:20])[N:16]=[C:15]3[C:11]=2[N:12]=[CH:13][NH:14]3)[CH:37]=[CH:38][CH:39]=[CH:40][CH:41]=1. The catalyst class is: 8. (3) Reactant: [OH:1][C:2]1[C:11]2[C:6](=[CH:7][CH:8]=[CH:9][C:10]=2[O:12][C:13]2[CH:18]=[CH:17][CH:16]=[CH:15][CH:14]=2)[C:5]([CH3:19])=[N:4][C:3]=1[C:20](OC)=[O:21].[NH2:24][CH2:25][C:26]([OH:28])=[O:27].C[O-].[Na+]. Product: [OH:1][C:2]1[C:11]2[C:6](=[CH:7][CH:8]=[CH:9][C:10]=2[O:12][C:13]2[CH:14]=[CH:15][CH:16]=[CH:17][CH:18]=2)[C:5]([CH3:19])=[N:4][C:3]=1[C:20]([NH:24][CH2:25][C:26]([OH:28])=[O:27])=[O:21]. The catalyst class is: 5. (4) Reactant: C([N:8]1[CH2:13][CH2:12][C:11]([C:15]([C:17]2[CH:22]=[CH:21][C:20]([F:23])=[CH:19][CH:18]=2)=[O:16])([OH:14])[CH2:10][CH2:9]1)C1C=CC=CC=1.CO. Product: [F:23][C:20]1[CH:21]=[CH:22][C:17]([C:15]([C:11]2([OH:14])[CH2:12][CH2:13][NH:8][CH2:9][CH2:10]2)=[O:16])=[CH:18][CH:19]=1. The catalyst class is: 78. (5) Reactant: CC(O)=O.[CH:5]1([C:11]2[C:12]3[CH:13]=[CH:14][C:15]([C:32]([O:34][CH3:35])=[O:33])=[CH:16][C:17]=3[N:18]3[C:25]=2[C:24]2[CH:26]=[CH:27][CH:28]=[CH:29][C:23]=2[O:22][CH2:21][C@H:20]([NH:30][CH3:31])[CH2:19]3)[CH2:10][CH2:9][CH2:8][CH2:7][CH2:6]1.[Cl:36][CH2:37]C=O.[BH3-][C:41]#N.[Na+]. Product: [Cl:36][CH2:37][CH2:31][N:30]([CH3:41])[C@@H:20]1[CH2:19][N:18]2[C:17]3[CH:16]=[C:15]([C:32]([O:34][CH3:35])=[O:33])[CH:14]=[CH:13][C:12]=3[C:11]([CH:5]3[CH2:6][CH2:7][CH2:8][CH2:9][CH2:10]3)=[C:25]2[C:24]2[CH:26]=[CH:27][CH:28]=[CH:29][C:23]=2[O:22][CH2:21]1. The catalyst class is: 5. (6) Reactant: [CH3:1][CH2:2][C@H:3]1[O:18][C:16](=[O:17])[C@H:15]([CH3:19])[C@@H:14]([O:20][C@@H:21]2[O:26][C@@H:25]([CH3:27])[C@H:24]([OH:28])[C@@:23]([O:30][CH3:31])([CH3:29])[CH2:22]2)[C@H:13]([CH3:32])[C@@H:12]([O:33][C@@H:34]2[O:39][C@H:38]([CH3:40])[CH2:37][C@H:36]([N:41]([CH3:43])[CH3:42])[C@H:35]2[OH:44])[C@@:11](O)([CH3:45])[CH2:10][C@@H:9]([CH3:47])[C:7](=[O:8])[C@H:6]([CH3:48])[C@@H:5]([OH:49])[C@@:4]1([OH:51])[CH3:50].C([O-])(O)=O.[Na+]. Product: [CH3:1][CH2:2][C@H:3]1[O:18][C:16](=[O:17])[C@H:15]([CH3:19])[C@@H:14]([O:20][C@@H:21]2[O:26][C@@H:25]([CH3:27])[C@H:24]([OH:28])[C@@:23]([O:30][CH3:31])([CH3:29])[CH2:22]2)[C@H:13]([CH3:32])[C@@H:12]([O:33][C@@H:34]2[O:39][C@H:38]([CH3:40])[CH2:37][C@H:36]([N:41]([CH3:42])[CH3:43])[C@H:35]2[OH:44])[C@:11]2([CH3:45])[O:8][C:7](=[C:9]([CH3:47])[CH2:10]2)[C@H:6]([CH3:48])[C@@H:5]([OH:49])[C@@:4]1([OH:51])[CH3:50]. The catalyst class is: 671.